From a dataset of Catalyst prediction with 721,799 reactions and 888 catalyst types from USPTO. Predict which catalyst facilitates the given reaction. (1) Reactant: [CH3:1][C:2]1[CH:3]=[C:4]([CH:9]([C:20]2[CH:25]=[C:24]([CH3:26])[CH:23]=[C:22]([CH3:27])[CH:21]=2)[N:10]2[CH:15]=[CH:14][CH:13]=[C:12]([C:16](O)=[O:17])[C:11]2=[O:19])[CH:5]=[C:6]([CH3:8])[CH:7]=1.[NH2:28][C@@H:29]([CH2:37][CH2:38][CH2:39][NH:40][C:41]([NH:43][S:44]([C:47]1[C:48]([CH3:61])=[C:49]2[C:54](=[C:55]([CH3:58])[C:56]=1[CH3:57])[O:53][C:52]([CH3:60])([CH3:59])[CH2:51][CH2:50]2)(=[O:46])=[O:45])=[NH:42])[C:30]([O:32][C:33]([CH3:36])([CH3:35])[CH3:34])=[O:31].CN(C(ON1N=NC2C=CC=CC1=2)=[N+](C)C)C.F[P-](F)(F)(F)(F)F.CCN(C(C)C)C(C)C. Product: [CH3:8][C:6]1[CH:5]=[C:4]([CH:9]([C:20]2[CH:25]=[C:24]([CH3:26])[CH:23]=[C:22]([CH3:27])[CH:21]=2)[N:10]2[CH:15]=[CH:14][CH:13]=[C:12]([C:16]([NH:28][C@@H:29]([CH2:37][CH2:38][CH2:39][NH:40][C:41]([NH:43][S:44]([C:47]3[C:48]([CH3:61])=[C:49]4[C:54](=[C:55]([CH3:58])[C:56]=3[CH3:57])[O:53][C:52]([CH3:60])([CH3:59])[CH2:51][CH2:50]4)(=[O:45])=[O:46])=[NH:42])[C:30]([O:32][C:33]([CH3:34])([CH3:35])[CH3:36])=[O:31])=[O:17])[C:11]2=[O:19])[CH:3]=[C:2]([CH3:1])[CH:7]=1. The catalyst class is: 3. (2) Reactant: C(O[C:4]([C:6]1([CH2:19][CH2:20]OC)[CH2:11][CH2:10][N:9](C(OC(C)(C)C)=O)[CH2:8][CH2:7]1)=[O:5])C.[Cl-].C[Al+]C.[F:27][C:28]([F:38])([F:37])[O:29][C:30]1[CH:35]=[CH:34][C:33]([NH2:36])=[CH:32][CH:31]=1. Product: [F:27][C:28]([F:37])([F:38])[O:29][C:30]1[CH:31]=[CH:32][C:33]([N:36]2[CH2:20][CH2:19][C:6]3([CH2:7][CH2:8][NH:9][CH2:10][CH2:11]3)[C:4]2=[O:5])=[CH:34][CH:35]=1. The catalyst class is: 81. (3) Reactant: [H-].[Na+].[CH3:3][C:4]1([OH:8])[CH2:7][O:6][CH2:5]1.[C:9](=O)([O:17]C1C=CC=CN=1)[O:10][C:11]1[CH:16]=[CH:15][CH:14]=[CH:13][N:12]=1. Product: [C:9](=[O:17])([O:10][C:11]1[CH:16]=[CH:15][CH:14]=[CH:13][N:12]=1)[O:8][C:4]1([CH3:3])[CH2:7][O:6][CH2:5]1. The catalyst class is: 49.